This data is from Full USPTO retrosynthesis dataset with 1.9M reactions from patents (1976-2016). The task is: Predict the reactants needed to synthesize the given product. (1) Given the product [F:23][C:22]1[CH:21]=[C:20]([CH3:24])[CH:19]=[C:18]([F:25])[C:17]=1[CH2:16][O:15][C:12]1[C:11]([C:26]([NH2:27])=[O:28])=[C:10]([NH:9][C:8]([NH:30][CH2:31][CH2:32][CH2:33][CH2:34][N:35]2[CH2:36][CH2:37][N:38]([CH2:41][CH2:42][OH:43])[CH2:39][CH2:40]2)=[O:29])[S:14][N:13]=1, predict the reactants needed to synthesize it. The reactants are: C1(O[C:8](=[O:29])[NH:9][C:10]2[S:14][N:13]=[C:12]([O:15][CH2:16][C:17]3[C:22]([F:23])=[CH:21][C:20]([CH3:24])=[CH:19][C:18]=3[F:25])[C:11]=2[C:26](=[O:28])[NH2:27])C=CC=CC=1.[NH2:30][CH2:31][CH2:32][CH2:33][CH2:34][N:35]1[CH2:40][CH2:39][N:38]([CH2:41][CH2:42][OH:43])[CH2:37][CH2:36]1. (2) Given the product [CH2:22]([O:25][NH:26][C:16]([C:14]1[N:13]=[CH:12][C:11]2[N:7]([CH2:6][C:5]3[CH:4]=[CH:3][C:2]([F:1])=[CH:20][CH:19]=3)[CH:8]=[N:9][C:10]=2[CH:15]=1)=[O:18])[CH:23]=[CH2:24], predict the reactants needed to synthesize it. The reactants are: [F:1][C:2]1[CH:20]=[CH:19][C:5]([CH2:6][N:7]2[C:11]3[CH:12]=[N:13][C:14]([C:16]([OH:18])=O)=[CH:15][C:10]=3[N:9]=[CH:8]2)=[CH:4][CH:3]=1.Cl.[CH2:22]([O:25][NH2:26])[CH:23]=[CH2:24]. (3) Given the product [C:29]([C:27]1[CH:26]=[C:25]([NH:33][S:34]([CH3:37])(=[O:36])=[O:35])[C:24]([O:38][CH3:39])=[C:23]([NH:22][C:6](=[O:8])[C:5]2[CH:9]=[CH:10][C:2]([CH3:1])=[C:3]([N:11]3[CH:15]=[C:14]([C:16]4[CH:21]=[CH:20][CH:19]=[CH:18][N:17]=4)[N:13]=[N:12]3)[CH:4]=2)[CH:28]=1)([CH3:32])([CH3:30])[CH3:31], predict the reactants needed to synthesize it. The reactants are: [CH3:1][C:2]1[CH:10]=[CH:9][C:5]([C:6]([OH:8])=O)=[CH:4][C:3]=1[N:11]1[CH:15]=[C:14]([C:16]2[CH:21]=[CH:20][CH:19]=[CH:18][N:17]=2)[N:13]=[N:12]1.[NH2:22][C:23]1[C:24]([O:38][CH3:39])=[C:25]([NH:33][S:34]([CH3:37])(=[O:36])=[O:35])[CH:26]=[C:27]([C:29]([CH3:32])([CH3:31])[CH3:30])[CH:28]=1. (4) Given the product [Br:15][C:13]1[CH:12]=[CH:11][CH:10]=[C:9]2[C:14]=1[C:5]([C:3]([OH:4])=[O:2])=[CH:6][CH:7]=[C:8]2[C:16]1[CH2:20][C:19]([C:25]2[CH:26]=[C:27]([Cl:32])[CH:28]=[C:29]([Cl:31])[CH:30]=2)([C:21]([F:24])([F:23])[F:22])[O:18][N:17]=1, predict the reactants needed to synthesize it. The reactants are: C[O:2][C:3]([C:5]1[C:14]2[C:9](=[CH:10][CH:11]=[CH:12][C:13]=2[Br:15])[C:8]([C:16]2[CH2:20][C:19]([C:25]3[CH:30]=[C:29]([Cl:31])[CH:28]=[C:27]([Cl:32])[CH:26]=3)([C:21]([F:24])([F:23])[F:22])[O:18][N:17]=2)=[CH:7][CH:6]=1)=[O:4].[OH-].[K+].Cl. (5) Given the product [CH2:23]([S:26][C:27]1[CH:32]=[CH:31][NH:30][C:29](=[S:10])[C:28]=1[CH3:34])[CH2:24][CH3:25], predict the reactants needed to synthesize it. The reactants are: COC1C=CC(P2(SP(C3C=CC(OC)=CC=3)(=S)S2)=[S:10])=CC=1.[CH2:23]([S:26][C:27]1[CH:32]=[CH:31][NH:30][C:29](=O)[C:28]=1[CH3:34])[CH2:24][CH3:25].